From a dataset of Catalyst prediction with 721,799 reactions and 888 catalyst types from USPTO. Predict which catalyst facilitates the given reaction. (1) Reactant: [CH2:1]([C:7]([OH:9])=[O:8])[C@@H:2]([OH:6])[C:3]([OH:5])=[O:4].CO[C:12](OC)([CH3:14])[CH3:13].C1(C)C=CC(S(O)(=O)=O)=CC=1. Product: [CH3:13][C:12]1([CH3:14])[O:6][C@H:2]([CH2:1][C:7]([OH:9])=[O:8])[C:3](=[O:5])[O:4]1. The catalyst class is: 2. (2) Reactant: [NH:1]1[CH:5]=[C:4]([C:6]([O:8][CH2:9][CH3:10])=[O:7])[CH:3]=[N:2]1.[N:11]1([CH2:16][C:17]2[CH:22]=[CH:21][C:20]([CH2:23]O)=[CH:19][C:18]=2[O:25][CH3:26])[CH:15]=[CH:14][CH:13]=[N:12]1.C1(P(C2C=CC=CC=2)C2C=CC=CC=2)C=CC=CC=1.C1(C)C=CC=CC=1.C([O-])(O)=O.[Na+]. Product: [N:11]1([CH2:16][C:17]2[CH:22]=[CH:21][C:20]([CH2:23][N:1]3[CH:5]=[C:4]([C:6]([O:8][CH2:9][CH3:10])=[O:7])[CH:3]=[N:2]3)=[CH:19][C:18]=2[O:25][CH3:26])[CH:15]=[CH:14][CH:13]=[N:12]1. The catalyst class is: 1. (3) Reactant: C1(C)C(S(O[CH2:11][CH2:12][CH2:13][O:14][C:15]2[CH:24]=[CH:23][C:22]3[C:17](=[CH:18][CH:19]=[CH:20][CH:21]=3)[CH:16]=2)(=O)=O)=CC=CC=1.[F-:26].[Cs+].C(O)(CC)(C)C.C(OCC)C. Product: [F:26][CH2:11][CH2:12][CH2:13][O:14][C:15]1[CH:24]=[CH:23][C:22]2[C:17](=[CH:18][CH:19]=[CH:20][CH:21]=2)[CH:16]=1. The catalyst class is: 195.